This data is from Buchwald-Hartwig C-N cross coupling reaction yields with 55,370 reactions. The task is: Predict the reaction yield, written as a fraction of the theoretical maximum amount of product (1.0 means a 100% yield; for example, 0.34 means a 34% yield). The reactants are Ic1ccccn1.Cc1ccc(N)cc1.O=S(=O)(O[Pd]1c2ccccc2-c2ccccc2N~1)C(F)(F)F.CC(C)c1cc(C(C)C)c(-c2ccccc2P(C(C)(C)C)C(C)(C)C)c(C(C)C)c1.CCN=P(N=P(N(C)C)(N(C)C)N(C)C)(N(C)C)N(C)C.COC(=O)c1ccno1. No catalyst specified. The yield is 0.267. The product is Cc1ccc(Nc2ccccn2)cc1.